From a dataset of Forward reaction prediction with 1.9M reactions from USPTO patents (1976-2016). Predict the product of the given reaction. (1) Given the reactants [CH3:1][NH2:2].C(O)C.Br[CH2:7][C:8]1[CH:17]=[CH:16][CH:15]=[C:14]([N+:18]([O-:20])=[O:19])[C:9]=1[C:10](OC)=[O:11], predict the reaction product. The product is: [CH3:1][N:2]1[CH2:7][C:8]2[C:9](=[C:14]([N+:18]([O-:20])=[O:19])[CH:15]=[CH:16][CH:17]=2)[C:10]1=[O:11]. (2) Given the reactants [C:1]([O:5][C:6](=[O:22])[NH:7][C:8]1[CH:13]=[CH:12][C:11]([C:14]2[CH:19]=[CH:18][CH:17]=[CH:16][C:15]=2[F:20])=[CH:10][C:9]=1[NH2:21])([CH3:4])([CH3:3])[CH3:2].CC1(C)[O:29][C:28]([C:30]2[CH:31]=[C:32]([CH:35]=[CH:36][CH:37]=2)[C:33]#[N:34])=[CH:27][C:26](=O)[O:25]1, predict the reaction product. The product is: [C:1]([O:5][C:6](=[O:22])[NH:7][C:8]1[CH:13]=[CH:12][C:11]([C:14]2[CH:19]=[CH:18][CH:17]=[CH:16][C:15]=2[F:20])=[CH:10][C:9]=1[NH:21][C:26](=[O:25])[CH2:27][C:28]([C:30]1[CH:37]=[CH:36][CH:35]=[C:32]([C:33]#[N:34])[CH:31]=1)=[O:29])([CH3:4])([CH3:2])[CH3:3].